Dataset: Catalyst prediction with 721,799 reactions and 888 catalyst types from USPTO. Task: Predict which catalyst facilitates the given reaction. (1) Reactant: I[C:2]1[CH:7]=[CH:6][C:5]([S:8]([NH:11][C:12]2[S:13][CH:14]=[CH:15][N:16]=2)(=[O:10])=[O:9])=[CH:4][CH:3]=1.CC1(C)C2C=CC=C(P(C3C=CC=CC=3)C3C=CC=CC=3)C=2OC2C1=CC=CC=2P(C1C=CC=CC=1)C1C=CC=CC=1.[NH2:59][C:60]1[N:64]([CH3:65])[N:63]=[C:62]([C:66]([CH3:69])([CH3:68])[CH3:67])[CH:61]=1.CC(C)([O-])C.[Na+]. Product: [C:66]([C:62]1[CH:61]=[C:60]([NH:59][C:2]2[CH:7]=[CH:6][C:5]([S:8]([NH:11][C:12]3[S:13][CH:14]=[CH:15][N:16]=3)(=[O:10])=[O:9])=[CH:4][CH:3]=2)[N:64]([CH3:65])[N:63]=1)([CH3:69])([CH3:67])[CH3:68]. The catalyst class is: 62. (2) Reactant: [F:1][C:2]([F:18])([C:9]([F:17])([F:16])[C:10]([F:15])([F:14])[CH:11]([F:13])[F:12])[CH2:3][CH:4]([C:7]#[N:8])[C:5]#[N:6].FC(F)(F)S(O[CH2:25][C:26]([F:32])([F:31])[C:27]([F:30])([F:29])[F:28])(=O)=O.C(=O)([O-])[O-].[K+].[K+].Cl. Product: [F:1][C:2]([F:18])([C:9]([F:16])([F:17])[C:10]([F:14])([F:15])[CH:11]([F:13])[F:12])[CH2:3][C:4]([CH2:25][C:26]([F:32])([F:31])[C:27]([F:30])([F:29])[F:28])([C:7]#[N:8])[C:5]#[N:6]. The catalyst class is: 21. (3) Reactant: [Li]CCCC.[O:6]1[C:10]2([CH2:15][CH2:14][CH:13]([C:16]3[S:17][CH:18]=[CH:19][N:20]=3)[CH2:12][CH2:11]2)[O:9][CH2:8][CH2:7]1.[C:21](=[O:23])=[O:22]. Product: [O:9]1[C:10]2([CH2:15][CH2:14][CH:13]([C:16]3[S:17][C:18]([C:21]([OH:23])=[O:22])=[CH:19][N:20]=3)[CH2:12][CH2:11]2)[O:6][CH2:7][CH2:8]1. The catalyst class is: 1. (4) Reactant: [CH:1]([C:3]1[CH:8]=[CH:7][C:6](B(O)O)=[CH:5][CH:4]=1)=[O:2].Br[C:13]1[CH:18]=[CH:17][CH:16]=[CH:15][N:14]=1.C(O)C.C([O-])([O-])=O.[Na+].[Na+]. Product: [N:14]1[CH:15]=[CH:16][CH:17]=[CH:18][C:13]=1[C:6]1[CH:7]=[CH:8][C:3]([CH:1]=[O:2])=[CH:4][CH:5]=1. The catalyst class is: 109.